Predict the reaction yield, written as a fraction of the theoretical maximum amount of product (1.0 means a 100% yield; for example, 0.34 means a 34% yield). From a dataset of Reaction yield outcomes from USPTO patents with 853,638 reactions. The reactants are F[C:2]1[N:9]=[CH:8][CH:7]=[CH:6][C:3]=1[C:4]#[N:5].O1CCCC1.[CH2:15]([N:17](CC)[CH2:18][CH3:19])[CH3:16].N1CCCC1. The catalyst is O. The product is [N:17]1([C:2]2[N:9]=[CH:8][CH:7]=[CH:6][C:3]=2[C:4]#[N:5])[CH2:18][CH2:19][CH2:16][CH2:15]1. The yield is 0.750.